This data is from Reaction yield outcomes from USPTO patents with 853,638 reactions. The task is: Predict the reaction yield, written as a fraction of the theoretical maximum amount of product (1.0 means a 100% yield; for example, 0.34 means a 34% yield). (1) The reactants are [OH:1][C@@:2]1([C:9]#[C:10][C:11]2[CH:12]=[C:13]([N:18]3[C:22]4=[N:23][CH:24]=[CH:25][CH:26]=[C:21]4[C:20]([C:27]([O:29]C)=O)=[N:19]3)[CH:14]=[C:15]([CH3:17])[CH:16]=2)[CH2:6][CH2:5][N:4]([CH3:7])[C:3]1=[O:8].[NH3:31]. No catalyst specified. The product is [OH:1][C@@:2]1([C:9]#[C:10][C:11]2[CH:12]=[C:13]([N:18]3[C:22]4=[N:23][CH:24]=[CH:25][CH:26]=[C:21]4[C:20]([C:27]([NH2:31])=[O:29])=[N:19]3)[CH:14]=[C:15]([CH3:17])[CH:16]=2)[CH2:6][CH2:5][N:4]([CH3:7])[C:3]1=[O:8]. The yield is 0.140. (2) The reactants are [CH3:1][C:2]1[CH:9]=[C:8]([C:10]2[CH:14]=[CH:13][NH:12][N:11]=2)[CH:7]=[CH:6][C:3]=1[C:4]#[N:5].Br[CH2:16][C@@H:17]([N:19]1[C:27](=[O:28])[C:26]2[C:21](=[CH:22][CH:23]=[CH:24][CH:25]=2)[C:20]1=[O:29])[CH3:18]. No catalyst specified. The product is [O:29]=[C:20]1[C:21]2[C:26](=[CH:25][CH:24]=[CH:23][CH:22]=2)[C:27](=[O:28])[N:19]1[C@@H:17]([CH3:18])[CH2:16][N:12]1[CH:13]=[CH:14][C:10]([C:8]2[CH:7]=[CH:6][C:3]([C:4]#[N:5])=[C:2]([CH3:1])[CH:9]=2)=[N:11]1. The yield is 0.250. (3) The reactants are [OH:1][C:2]1[C:7]([N+:8]([O-:10])=[O:9])=[CH:6][CH:5]=[CH:4][C:3]=1[C:11](=[O:13])[CH3:12].[C:14](O)(=[O:21])[C:15]1[CH:20]=[CH:19][CH:18]=[N:17][CH:16]=1.C1CCC(N=C=NC2CCCCC2)CC1. The catalyst is CN(C1C=CN=CC=1)C.C(Cl)Cl. The product is [C:14]([O:1][C:2]1[C:7]([N+:8]([O-:10])=[O:9])=[CH:6][CH:5]=[CH:4][C:3]=1[C:11](=[O:13])[CH3:12])(=[O:21])[C:15]1[CH:20]=[CH:19][CH:18]=[N:17][CH:16]=1. The yield is 0.810. (4) The reactants are [CH2:1]([O:3][C:4]1[CH:9]=[CH:8][CH:7]=[CH:6][C:5]=1[C:10]1[CH:15]=[CH:14][C:13]([NH2:16])=[CH:12][C:11]=1[N+:17]([O-:19])=[O:18])[CH3:2].[CH3:20][C:21]([O:24][C:25](O[C:25]([O:24][C:21]([CH3:23])([CH3:22])[CH3:20])=[O:26])=[O:26])([CH3:23])[CH3:22]. No catalyst specified. The product is [C:21]([O:24][C:25](=[O:26])[NH:16][C:13]1[CH:14]=[CH:15][C:10]([C:5]2[CH:6]=[CH:7][CH:8]=[CH:9][C:4]=2[O:3][CH2:1][CH3:2])=[C:11]([N+:17]([O-:19])=[O:18])[CH:12]=1)([CH3:23])([CH3:22])[CH3:20]. The yield is 0.830. (5) The reactants are [NH2:1][CH2:2][CH2:3][CH2:4][CH2:5][O:6][C:7]1[C:8]([C:18]([O:20][CH3:21])=[O:19])=[C:9]([OH:17])[C:10]2[C:15]([CH:16]=1)=[CH:14][CH:13]=[CH:12][CH:11]=2.[CH:22]([O:35][C:36](=[O:72])[C:37]1[CH:42]=[CH:41][CH:40]=[CH:39][C:38]=1[N:43]([C:60](=[O:71])[C:61]([O:63][CH2:64][C:65]1[CH:70]=[CH:69][CH:68]=[CH:67][CH:66]=1)=[O:62])[C:44]1[CH:49]=[CH:48][C:47]([CH2:50][CH:51]([C:57](O)=[O:58])[NH:52][C:53]([O:55][CH3:56])=[O:54])=[CH:46][CH:45]=1)([C:29]1[CH:34]=[CH:33][CH:32]=[CH:31][CH:30]=1)[C:23]1[CH:28]=[CH:27][CH:26]=[CH:25][CH:24]=1.Cl.CN(C)CCCN=C=NCC.ON1C(=O)C2C=CC=CC=2N=N1. The catalyst is CN(C=O)C.C(N(CC)CC)C. The product is [CH:22]([O:35][C:36]([C:37]1[CH:42]=[CH:41][CH:40]=[CH:39][C:38]=1[N:43]([C:60](=[O:71])[C:61]([O:63][CH2:64][C:65]1[CH:70]=[CH:69][CH:68]=[CH:67][CH:66]=1)=[O:62])[C:44]1[CH:45]=[CH:46][C:47]([CH2:50][C@@H:51]([C:57]([NH:1][CH2:2][CH2:3][CH2:4][CH2:5][O:6][C:7]2[C:8]([C:18]([O:20][CH3:21])=[O:19])=[C:9]([OH:17])[C:10]3[C:15]([CH:16]=2)=[CH:14][CH:13]=[CH:12][CH:11]=3)=[O:58])[NH:52][C:53]([O:55][CH3:56])=[O:54])=[CH:48][CH:49]=1)=[O:72])([C:23]1[CH:24]=[CH:25][CH:26]=[CH:27][CH:28]=1)[C:29]1[CH:30]=[CH:31][CH:32]=[CH:33][CH:34]=1. The yield is 0.610. (6) The reactants are C([O:3][C:4]([C@H:6]1[C@@H:11]([NH:12][CH2:13][C:14]2[CH:19]=[CH:18][C:17]([F:20])=[CH:16][CH:15]=2)[C@H:10]2[CH2:21][C@@H:7]1[CH2:8][CH2:9]2)=O)C.[Na].[Br:23][C:24]1[CH:39]=[N:38][C:27]2[NH:28][C:29]([CH2:34][C:35]([O-])=[O:36])=[N:30][S:31](=[O:33])(=[O:32])[C:26]=2[CH:25]=1.F[P-](F)(F)(F)(F)F.N1(OC(N(C)C)=[N+](C)C)C2N=CC=CC=2N=N1.C(N(CC)CC)C. The catalyst is CN(C)C=O. The product is [Br:23][C:24]1[CH:39]=[N:38][C:27]2[NH:28][C:29]([C:34]3[C:35](=[O:36])[N:12]([CH2:13][C:14]4[CH:15]=[CH:16][C:17]([F:20])=[CH:18][CH:19]=4)[C@@H:11]4[C@H:6]([C:4]=3[OH:3])[C@@H:7]3[CH2:21][C@H:10]4[CH2:9][CH2:8]3)=[N:30][S:31](=[O:33])(=[O:32])[C:26]=2[CH:25]=1. The yield is 0.600. (7) The reactants are [CH3:1][O:2][C:3]1[CH:4]=[C:5]2[C:9](=[CH:10][CH:11]=1)[NH:8][CH2:7][CH2:6]2.C(N(CC)C(C)C)(C)C.[C:21](Cl)(=[O:28])[C:22]1[CH:27]=[CH:26][CH:25]=[CH:24][CH:23]=1. The catalyst is ClCCl.C(OCC)(=O)C. The product is [CH3:1][O:2][C:3]1[CH:4]=[C:5]2[C:9](=[CH:10][CH:11]=1)[N:8]([C:21](=[O:28])[C:22]1[CH:27]=[CH:26][CH:25]=[CH:24][CH:23]=1)[CH2:7][CH2:6]2. The yield is 0.650. (8) The reactants are [Cl-].O[NH3+:3].[C:4](=[O:7])([O-])[OH:5].[Na+].CS(C)=O.[F:13][C:14]1[CH:19]=[C:18]([CH2:20][C:21]2[C:22](=[O:45])[N:23]([C@H:33]3[CH2:38][CH2:37][C@H:36]([O:39][CH2:40][C:41]([OH:44])([CH3:43])[CH3:42])[CH2:35][CH2:34]3)[C:24]3[N:25]([N:30]=[CH:31][CH:32]=3)[C:26]=2[CH2:27][CH2:28][CH3:29])[CH:17]=[CH:16][C:15]=1[C:46]1[C:47]([C:52]#[N:53])=[CH:48][CH:49]=[CH:50][CH:51]=1. The catalyst is C(OCC)(=O)C. The product is [F:13][C:14]1[CH:19]=[C:18]([CH2:20][C:21]2[C:22](=[O:45])[N:23]([C@H:33]3[CH2:38][CH2:37][C@H:36]([O:39][CH2:40][C:41]([OH:44])([CH3:42])[CH3:43])[CH2:35][CH2:34]3)[C:24]3[N:25]([N:30]=[CH:31][CH:32]=3)[C:26]=2[CH2:27][CH2:28][CH3:29])[CH:17]=[CH:16][C:15]=1[C:46]1[CH:51]=[CH:50][CH:49]=[CH:48][C:47]=1[C:52]1[NH:3][C:4](=[O:7])[O:5][N:53]=1. The yield is 0.560. (9) The reactants are C([N:8]1[CH2:12][C@H:11]([C:13]2[CH:18]=[CH:17][C:16]([Cl:19])=[C:15]([F:20])[CH:14]=2)[C@@H:10]([C@@H:21]([O:23][C:24]2[CH:29]=[CH:28][C:27]([Cl:30])=[CH:26][N:25]=2)[CH3:22])[CH2:9]1)C1C=CC=CC=1.ClC(OC(Cl)C)=O.CCN(C(C)C)C(C)C. The catalyst is C1(C)C=CC=CC=1. The product is [Cl:30][C:27]1[CH:28]=[CH:29][C:24]([O:23][C@H:21]([C@@H:10]2[C@@H:11]([C:13]3[CH:18]=[CH:17][C:16]([Cl:19])=[C:15]([F:20])[CH:14]=3)[CH2:12][NH:8][CH2:9]2)[CH3:22])=[N:25][CH:26]=1. The yield is 0.950. (10) The reactants are C1COC23OCCOC2([C@]2(CC[C@H]4[C@@H](C[C@H](C=O)C5[C@]4(C)CCCC5)[C@@H]2C3)C)[O:2]1.[C:30]([C@@H:32]1[CH:49]2[C@:44]([CH3:51])([CH2:45][CH2:46][C:47](=[O:50])[CH2:48]2)[C@@H:43]2[C@H:34]([C@H:35]3[C@@:39]([CH2:41][CH2:42]2)([CH3:40])[C:38](=[O:52])[CH2:37][CH2:36]3)[CH2:33]1)#N. No catalyst specified. The product is [CH:30]([C@@H:32]1[CH:49]2[C@:44]([CH3:51])([CH2:45][CH2:46][C:47](=[O:50])[CH2:48]2)[C@@H:43]2[C@H:34]([C@H:35]3[C@@:39]([CH2:41][CH2:42]2)([CH3:40])[C:38](=[O:52])[CH2:37][CH2:36]3)[CH2:33]1)=[O:2]. The yield is 0.850.